The task is: Regression/Classification. Given a drug SMILES string, predict its absorption, distribution, metabolism, or excretion properties. Task type varies by dataset: regression for continuous measurements (e.g., permeability, clearance, half-life) or binary classification for categorical outcomes (e.g., BBB penetration, CYP inhibition). Dataset: cyp3a4_veith.. This data is from CYP3A4 inhibition data for predicting drug metabolism from PubChem BioAssay. (1) The drug is Cc1cc(=O)c2ccccc2[nH]1. The result is 0 (non-inhibitor). (2) The drug is COc1ccc([N+](=O)[O-])cc1COc1ccc2c(-c3ccccc3)cc(=O)oc2c1. The result is 0 (non-inhibitor). (3) The result is 1 (inhibitor). The drug is Cc1ccc(CSc2nnc(C(F)(F)F)n2Cc2ccc(F)cc2)cc1. (4) The compound is CC(C)(C)c1cc(O)c(C(C)(C)C)cc1O. The result is 0 (non-inhibitor). (5) The molecule is Cc1nn(CCc2n[nH]c(=S)n2-c2ccc(F)c(Cl)c2)c(C)c1[N+](=O)[O-]. The result is 1 (inhibitor).